Dataset: NCI-60 drug combinations with 297,098 pairs across 59 cell lines. Task: Regression. Given two drug SMILES strings and cell line genomic features, predict the synergy score measuring deviation from expected non-interaction effect. (1) Drug 2: CC1C(C(CC(O1)OC2CC(CC3=C2C(=C4C(=C3O)C(=O)C5=CC=CC=C5C4=O)O)(C(=O)C)O)N)O. Cell line: A549. Synergy scores: CSS=49.4, Synergy_ZIP=-0.231, Synergy_Bliss=-0.682, Synergy_Loewe=-47.4, Synergy_HSA=-2.44. Drug 1: CC1=C(C=C(C=C1)NC(=O)C2=CC=C(C=C2)CN3CCN(CC3)C)NC4=NC=CC(=N4)C5=CN=CC=C5. (2) Drug 2: CC1CC(C(C(C=C(C(C(C=CC=C(C(=O)NC2=CC(=O)C(=C(C1)C2=O)OC)C)OC)OC(=O)N)C)C)O)OC. Drug 1: C1=CN(C(=O)N=C1N)C2C(C(C(O2)CO)O)(F)F. Cell line: HCT116. Synergy scores: CSS=60.7, Synergy_ZIP=-6.84, Synergy_Bliss=-12.6, Synergy_Loewe=-13.3, Synergy_HSA=-9.08. (3) Drug 1: CC1=C(C(=CC=C1)Cl)NC(=O)C2=CN=C(S2)NC3=CC(=NC(=N3)C)N4CCN(CC4)CCO. Synergy scores: CSS=28.2, Synergy_ZIP=-6.75, Synergy_Bliss=-0.208, Synergy_Loewe=-2.52, Synergy_HSA=0.626. Drug 2: CCC1(CC2CC(C3=C(CCN(C2)C1)C4=CC=CC=C4N3)(C5=C(C=C6C(=C5)C78CCN9C7C(C=CC9)(C(C(C8N6C)(C(=O)OC)O)OC(=O)C)CC)OC)C(=O)OC)O.OS(=O)(=O)O. Cell line: ACHN. (4) Drug 1: CC1=CC=C(C=C1)C2=CC(=NN2C3=CC=C(C=C3)S(=O)(=O)N)C(F)(F)F. Drug 2: CC1=C2C(C(=O)C3(C(CC4C(C3C(C(C2(C)C)(CC1OC(=O)C(C(C5=CC=CC=C5)NC(=O)OC(C)(C)C)O)O)OC(=O)C6=CC=CC=C6)(CO4)OC(=O)C)O)C)O. Cell line: M14. Synergy scores: CSS=0.477, Synergy_ZIP=4.16, Synergy_Bliss=1.48, Synergy_Loewe=-14.4, Synergy_HSA=-10.2. (5) Drug 1: CN1CCC(CC1)COC2=C(C=C3C(=C2)N=CN=C3NC4=C(C=C(C=C4)Br)F)OC. Drug 2: C1=CN(C(=O)N=C1N)C2C(C(C(O2)CO)O)O.Cl. Cell line: ACHN. Synergy scores: CSS=55.4, Synergy_ZIP=-2.43, Synergy_Bliss=-1.20, Synergy_Loewe=-17.8, Synergy_HSA=2.84. (6) Drug 1: C1CN1P(=S)(N2CC2)N3CC3. Drug 2: CC12CCC3C(C1CCC2O)C(CC4=C3C=CC(=C4)O)CCCCCCCCCS(=O)CCCC(C(F)(F)F)(F)F. Cell line: SNB-19. Synergy scores: CSS=8.32, Synergy_ZIP=-3.91, Synergy_Bliss=-2.80, Synergy_Loewe=-9.10, Synergy_HSA=-3.32. (7) Drug 1: CC1=CC=C(C=C1)C2=CC(=NN2C3=CC=C(C=C3)S(=O)(=O)N)C(F)(F)F. Drug 2: CN(CCCl)CCCl.Cl. Cell line: CCRF-CEM. Synergy scores: CSS=27.0, Synergy_ZIP=-2.51, Synergy_Bliss=-2.33, Synergy_Loewe=-0.945, Synergy_HSA=-0.930. (8) Drug 1: C1=CN(C(=O)N=C1N)C2C(C(C(O2)CO)O)O.Cl. Drug 2: CC1CCC2CC(C(=CC=CC=CC(CC(C(=O)C(C(C(=CC(C(=O)CC(OC(=O)C3CCCCN3C(=O)C(=O)C1(O2)O)C(C)CC4CCC(C(C4)OC)OCCO)C)C)O)OC)C)C)C)OC. Cell line: RPMI-8226. Synergy scores: CSS=14.3, Synergy_ZIP=-0.851, Synergy_Bliss=1.85, Synergy_Loewe=1.46, Synergy_HSA=1.39. (9) Drug 1: C(=O)(N)NO. Drug 2: CNC(=O)C1=NC=CC(=C1)OC2=CC=C(C=C2)NC(=O)NC3=CC(=C(C=C3)Cl)C(F)(F)F. Cell line: BT-549. Synergy scores: CSS=-0.677, Synergy_ZIP=-1.52, Synergy_Bliss=-2.75, Synergy_Loewe=-7.66, Synergy_HSA=-5.96.